Dataset: Merck oncology drug combination screen with 23,052 pairs across 39 cell lines. Task: Regression. Given two drug SMILES strings and cell line genomic features, predict the synergy score measuring deviation from expected non-interaction effect. (1) Drug 1: O=S1(=O)NC2(CN1CC(F)(F)F)C1CCC2Cc2cc(C=CCN3CCC(C(F)(F)F)CC3)ccc2C1. Drug 2: CS(=O)(=O)CCNCc1ccc(-c2ccc3ncnc(Nc4ccc(OCc5cccc(F)c5)c(Cl)c4)c3c2)o1. Cell line: NCIH23. Synergy scores: synergy=-16.0. (2) Drug 1: CN1C(=O)C=CC2(C)C3CCC4(C)C(NC(=O)OCC(F)(F)F)CCC4C3CCC12. Drug 2: CN(C)C(=N)N=C(N)N. Cell line: SKMEL30. Synergy scores: synergy=-10.3. (3) Drug 1: C=CCn1c(=O)c2cnc(Nc3ccc(N4CCN(C)CC4)cc3)nc2n1-c1cccc(C(C)(C)O)n1. Drug 2: Cn1cc(-c2cnn3c(N)c(Br)c(C4CCCNC4)nc23)cn1. Cell line: A375. Synergy scores: synergy=62.2. (4) Drug 1: Nc1ccn(C2OC(CO)C(O)C2(F)F)c(=O)n1. Drug 2: Cn1cc(-c2cnn3c(N)c(Br)c(C4CCCNC4)nc23)cn1. Cell line: MSTO. Synergy scores: synergy=3.75. (5) Drug 1: N.N.O=C(O)C1(C(=O)O)CCC1.[Pt]. Drug 2: C#Cc1cccc(Nc2ncnc3cc(OCCOC)c(OCCOC)cc23)c1. Cell line: KPL1. Synergy scores: synergy=16.3. (6) Drug 1: N#Cc1ccc(Cn2cncc2CN2CCN(c3cccc(Cl)c3)C(=O)C2)cc1. Drug 2: Nc1ccn(C2OC(CO)C(O)C2(F)F)c(=O)n1. Cell line: KPL1. Synergy scores: synergy=-1.64. (7) Drug 1: Cn1nnc2c(C(N)=O)ncn2c1=O. Drug 2: NC1(c2ccc(-c3nc4ccn5c(=O)[nH]nc5c4cc3-c3ccccc3)cc2)CCC1. Cell line: KPL1. Synergy scores: synergy=24.6. (8) Drug 1: CCN(CC)CCNC(=O)c1c(C)[nH]c(C=C2C(=O)Nc3ccc(F)cc32)c1C. Drug 2: NC(=O)c1cccc2cn(-c3ccc(C4CCCNC4)cc3)nc12. Cell line: SW837. Synergy scores: synergy=-8.32.